The task is: Predict which catalyst facilitates the given reaction.. This data is from Catalyst prediction with 721,799 reactions and 888 catalyst types from USPTO. Reactant: C(OC(=O)[NH:7][CH2:8][CH2:9][CH2:10][N:11]1[CH2:16][CH2:15][CH:14]([N:17]2[CH2:22][CH2:21][CH2:20][CH2:19][CH2:18]2)[CH2:13][CH2:12]1)(C)(C)C.[ClH:24]. Product: [ClH:24].[ClH:24].[ClH:24].[N:17]1([CH:14]2[CH2:15][CH2:16][N:11]([CH2:10][CH2:9][CH2:8][NH2:7])[CH2:12][CH2:13]2)[CH2:22][CH2:21][CH2:20][CH2:19][CH2:18]1. The catalyst class is: 472.